Dataset: Forward reaction prediction with 1.9M reactions from USPTO patents (1976-2016). Task: Predict the product of the given reaction. (1) The product is: [OH:7][C:8]1[CH:9]=[C:10]([CH2:14][C@H:15]([O:20][CH:21]([CH3:23])[CH3:22])[C:16]([O:18][CH3:19])=[O:17])[CH:11]=[CH:12][CH:13]=1. Given the reactants C([O:7][C:8]1[CH:9]=[C:10]([CH2:14][C@H:15]([O:20][CH:21]([CH3:23])[CH3:22])[C:16]([O:18][CH3:19])=[O:17])[CH:11]=[CH:12][CH:13]=1)(=O)C(C)(C)C.S(=O)(=O)(O)O.C1(C)C=CC=CC=1.O, predict the reaction product. (2) Given the reactants [CH3:1][O:2][C:3]1[CH:4]=[C:5]([CH:11]=[CH:12][C:13]=1OS(C(F)(F)F)(=O)=O)[C:6]([O:8][CH2:9][CH3:10])=[O:7].[B:22]1([B:22]2[O:26][C:25]([CH3:28])([CH3:27])[C:24]([CH3:30])([CH3:29])[O:23]2)[O:26][C:25]([CH3:28])([CH3:27])[C:24]([CH3:30])([CH3:29])[O:23]1.C([O-])(=O)C.[K+].O, predict the reaction product. The product is: [CH3:1][O:2][C:3]1[CH:4]=[C:5]([CH:11]=[CH:12][C:13]=1[B:22]1[O:26][C:25]([CH3:28])([CH3:27])[C:24]([CH3:30])([CH3:29])[O:23]1)[C:6]([O:8][CH2:9][CH3:10])=[O:7]. (3) Given the reactants [CH2:1]([C:3]1[CH:24]=[CH:23][CH:22]=[C:21]([CH3:25])[C:4]=1[CH2:5][NH:6][C:7]1[C:12]2[N:13]=[C:14]([CH3:17])[N:15]([CH3:16])[C:11]=2[CH:10]=[C:9]([C:18](O)=[O:19])[N:8]=1)[CH3:2].F[B-](F)(F)F.N1(O[C:41](N(C)C)=[N+:42](C)[CH3:43])C2C=CC=CC=2N=N1.CNC.O, predict the reaction product. The product is: [CH3:41][N:42]([CH3:43])[C:18]([C:9]1[N:8]=[C:7]([NH:6][CH2:5][C:4]2[C:21]([CH3:25])=[CH:22][CH:23]=[CH:24][C:3]=2[CH2:1][CH3:2])[C:12]2[N:13]=[C:14]([CH3:17])[N:15]([CH3:16])[C:11]=2[CH:10]=1)=[O:19].